The task is: Predict which catalyst facilitates the given reaction.. This data is from Catalyst prediction with 721,799 reactions and 888 catalyst types from USPTO. (1) The catalyst class is: 5. Product: [F:19][C:14]1[CH:15]=[CH:16][CH:17]=[CH:18][C:13]=1[CH2:12][N:5]1[C:6]2=[N:7][CH:8]=[CH:9][CH:10]=[C:11]2[C:3]([C:1](=[NH:24])[NH2:2])=[N:4]1. Reactant: [C:1]([C:3]1[C:11]2[C:6](=[N:7][CH:8]=[CH:9][CH:10]=2)[N:5]([CH2:12][C:13]2[CH:18]=[CH:17][CH:16]=[CH:15][C:14]=2[F:19])[N:4]=1)#[N:2].C[O-].[Na+].[Cl-].[NH4+:24].C(O)(=O)C. (2) Reactant: [CH:1]1([NH2:7])[CH2:6][CH2:5][CH2:4][CH2:3][CH2:2]1.[CH2:8]([O:10][C:11](=[O:14])[CH2:12]Br)[CH3:9]. Product: [CH2:8]([O:10][C:11](=[O:14])[CH2:12][NH:7][CH:1]1[CH2:6][CH2:5][CH2:4][CH2:3][CH2:2]1)[CH3:9]. The catalyst class is: 4. (3) Reactant: CC(C)([O-])C.[K+].[NH2:7][C:8]1[CH:9]=[N:10][CH:11]=[C:12]([F:14])[CH:13]=1.F[C:16]1[CH:21]=[C:20]([F:22])[CH:19]=[CH:18][C:17]=1[N+:23]([O-:25])=[O:24].[NH4+].[Cl-]. Product: [F:22][C:20]1[CH:19]=[CH:18][C:17]([N+:23]([O-:25])=[O:24])=[C:16]([NH:7][C:8]2[CH:9]=[N:10][CH:11]=[C:12]([F:14])[CH:13]=2)[CH:21]=1. The catalyst class is: 1. (4) Reactant: [N+:1]([C:4]1[CH:9]=[CH:8][C:7]([CH2:10][C:11]([OH:13])=O)=[CH:6][CH:5]=1)([O-:3])=[O:2].C1C=CC2N(O)N=NC=2C=1.C(Cl)CCl.CCN(C(C)C)C(C)C.[CH3:37][C:38]1[CH:43]=[C:42]([CH3:44])[CH:41]=[CH:40][C:39]=1[CH:45]([C:47]1[CH:52]=[CH:51][CH:50]=[CH:49][CH:48]=1)[NH2:46]. Product: [CH3:37][C:38]1[CH:43]=[C:42]([CH3:44])[CH:41]=[CH:40][C:39]=1[CH:45]([C:47]1[CH:52]=[CH:51][CH:50]=[CH:49][CH:48]=1)[NH:46][C:11](=[O:13])[CH2:10][C:7]1[CH:6]=[CH:5][C:4]([N+:1]([O-:3])=[O:2])=[CH:9][CH:8]=1. The catalyst class is: 4.